This data is from Forward reaction prediction with 1.9M reactions from USPTO patents (1976-2016). The task is: Predict the product of the given reaction. (1) Given the reactants O[C:2]1[C:11]2[C:6](=[N:7][CH:8]=[CH:9][CH:10]=2)[N:5]([C:12]2[CH:17]=[CH:16][CH:15]=[CH:14][CH:13]=2)[C:4](=[O:18])[C:3]=1[C:19](=O)[CH2:20][C:21]1[CH:26]=[C:25]([O:27][CH3:28])[CH:24]=[C:23]([O:29][CH3:30])[CH:22]=1.O.[NH2:33][NH2:34], predict the reaction product. The product is: [CH3:30][O:29][C:23]1[CH:22]=[C:21]([CH:26]=[C:25]([O:27][CH3:28])[CH:24]=1)[CH2:20][C:19]1[C:3]2[C:4](=[O:18])[N:5]([C:12]3[CH:13]=[CH:14][CH:15]=[CH:16][CH:17]=3)[C:6]3[N:7]=[CH:8][CH:9]=[CH:10][C:11]=3[C:2]=2[NH:34][N:33]=1. (2) Given the reactants [S:1]1[CH:5]=[CH:4][CH:3]=[C:2]1[CH:6]=O.[CH3:8][O:9][CH2:10][CH2:11][NH2:12].[C:13]1(=[O:24])[O:19][C:17](=O)[C:16]2=[CH:20][CH:21]=[CH:22][CH:23]=[C:15]2[CH2:14]1.[N:25]1([CH2:30][C:31]2[CH:37]=[CH:36][C:34]([NH2:35])=[CH:33][CH:32]=2)[CH:29]=[CH:28][N:27]=[CH:26]1, predict the reaction product. The product is: [N:25]1([CH2:30][C:31]2[CH:37]=[CH:36][C:34]([NH:35][C:13]([CH:14]3[C:15]4[C:16](=[CH:20][CH:21]=[CH:22][CH:23]=4)[C:17](=[O:19])[N:12]([CH2:11][CH2:10][O:9][CH3:8])[CH:6]3[C:2]3[S:1][CH:5]=[CH:4][CH:3]=3)=[O:24])=[CH:33][CH:32]=2)[CH:29]=[CH:28][N:27]=[CH:26]1. (3) Given the reactants [F:1][CH:2]([F:13])[C:3]1[CH:8]=[C:7]([O:9][CH3:10])[C:6](I)=[CH:5][C:4]=1[F:12].[B:14]1([B:14]2[O:18][C:17]([CH3:20])([CH3:19])[C:16]([CH3:22])([CH3:21])[O:15]2)[O:18][C:17]([CH3:20])([CH3:19])[C:16]([CH3:22])([CH3:21])[O:15]1.C([O-])(=O)C.[K+], predict the reaction product. The product is: [F:1][CH:2]([F:13])[C:3]1[C:4]([F:12])=[CH:5][C:6]([B:14]2[O:18][C:17]([CH3:20])([CH3:19])[C:16]([CH3:22])([CH3:21])[O:15]2)=[C:7]([O:9][CH3:10])[CH:8]=1. (4) Given the reactants [O:1]=[C:2]1[CH2:11][CH2:10][C:9]2[CH:8]=[C:7]([C@H:12]3[CH2:21][CH2:20][C@@:14]4([NH:18][C:17](=[O:19])[O:16][CH2:15]4)[CH2:13]3)[CH:6]=[CH:5][C:4]=2[CH2:3]1.[CH2:22](O)[CH2:23][CH2:24][CH2:25][CH2:26][CH2:27][CH3:28].O.C1(C)C=CC(S(O)(=O)=O)=CC=1, predict the reaction product. The product is: [CH2:22]([O:1][C:2]1[CH2:11][CH2:10][C:9]2[CH:8]=[C:7]([C@H:12]3[CH2:21][CH2:20][C@@:14]4([NH:18][C:17](=[O:19])[O:16][CH2:15]4)[CH2:13]3)[CH:6]=[CH:5][C:4]=2[CH:3]=1)[CH2:23][CH2:24][CH2:25][CH2:26][CH2:27][CH3:28]. (5) Given the reactants [Br:1][C:2]1[CH:10]=[CH:9][C:5]([C:6]([OH:8])=O)=[CH:4][N:3]=1.[CH3:11][C:12]1[C:13]([N:20]2[CH2:25][CH2:24][NH:23][CH2:22][CH2:21]2)=[N:14][CH:15]=[C:16]([CH:19]=1)[C:17]#[N:18], predict the reaction product. The product is: [Br:1][C:2]1[N:3]=[CH:4][C:5]([C:6]([N:23]2[CH2:24][CH2:25][N:20]([C:13]3[C:12]([CH3:11])=[CH:19][C:16]([C:17]#[N:18])=[CH:15][N:14]=3)[CH2:21][CH2:22]2)=[O:8])=[CH:9][CH:10]=1. (6) Given the reactants BrC1C=[C:4]([C:10]2[O:14]C(=O)NN=2)C=NC=1CC.[Br:16][C:17]1[C:18]([CH2:27][CH3:28])=[N:19][CH:20]=[C:21]([CH:26]=1)[C:22](NN)=[O:23].C(N(C(C)C)CC)(C)C.ClC(Cl)(OC(=O)OC(Cl)(Cl)Cl)Cl, predict the reaction product. The product is: [Br:16][C:17]1[C:18]([CH2:27][CH3:28])=[N:19][CH:20]=[C:21]([CH:26]=1)[C:22]([O:14][CH2:10][CH3:4])=[O:23].